The task is: Predict the product of the given reaction.. This data is from Forward reaction prediction with 1.9M reactions from USPTO patents (1976-2016). (1) The product is: [Br:1][CH2:2][C:3]1[CH:4]=[CH:5][C:6]([CH2:9][C:10]([O:12][CH2:13][C:14]2[CH:19]=[CH:18][CH:17]=[CH:16][CH:15]=2)=[O:11])=[CH:7][CH:8]=1. Given the reactants [Br:1][CH2:2][C:3]1[CH:8]=[CH:7][C:6]([CH2:9][C:10]([OH:12])=[O:11])=[CH:5][CH:4]=1.[CH2:13](O)[C:14]1[CH:19]=[CH:18][CH:17]=[CH:16][CH:15]=1.CC(C)N=C=NC(C)C, predict the reaction product. (2) The product is: [Br:1][C:2]1[CH:7]=[CH:6][C:5]([CH2:8][C:11]#[N:12])=[C:4]([F:10])[CH:3]=1. Given the reactants [Br:1][C:2]1[CH:7]=[CH:6][C:5]([CH2:8]Br)=[C:4]([F:10])[CH:3]=1.[C-:11]#[N:12].[Na+], predict the reaction product. (3) Given the reactants [C:1](=O)([O-])[O-].[Na+].[Na+].Cl[C:8]1[C:9]2[CH:19]=[CH:18][C:17](=[O:20])[N:16]([C:21]3[C:26]([F:27])=[CH:25][CH:24]=[CH:23][C:22]=3[F:28])[C:10]=2[N:11]=[C:12]([S:14][CH3:15])[N:13]=1.F[C:30]1[CH:35]=[CH:34][C:33](B(O)O)=[CH:32][CH:31]=1, predict the reaction product. The product is: [F:28][C:22]1[CH:23]=[CH:24][CH:25]=[C:26]([F:27])[C:21]=1[N:16]1[C:10]2[N:11]=[C:12]([S:14][CH3:15])[N:13]=[C:8]([C:31]3[CH:32]=[CH:33][CH:34]=[CH:35][C:30]=3[CH3:1])[C:9]=2[CH:19]=[CH:18][C:17]1=[O:20]. (4) Given the reactants [Cl:1][C:2]1[O:3][C:4]2[CH:10]=[CH:9][C:8]([C:11]([CH2:27][CH3:28])=[C:12]([C:20]3[CH:25]=[CH:24][C:23]([OH:26])=[CH:22][CH:21]=3)[C:13]3[CH:14]=[N:15][C:16](Cl)=[CH:17][CH:18]=3)=[CH:7][C:5]=2[CH:6]=1.[CH3:29][NH:30][CH2:31][CH2:32][OH:33], predict the reaction product. The product is: [Cl:1][C:2]1[O:3][C:4]2[CH:10]=[CH:9][C:8]([C:11]([CH2:27][CH3:28])=[C:12]([C:20]3[CH:25]=[CH:24][C:23]([OH:26])=[CH:22][CH:21]=3)[C:13]3[CH:14]=[N:15][C:16]([O:33][CH2:32][CH2:31][NH:30][CH3:29])=[CH:17][CH:18]=3)=[CH:7][C:5]=2[CH:6]=1. (5) Given the reactants [C:1]([C:5]1[CH:6]=[C:7]([NH:17][C:18]([NH:20][C@@H:21]2[C:30]3[C:25](=[CH:26][CH:27]=[CH:28][CH:29]=3)[C@H:24]([O:31][C:32]3[CH:33]=[CH:34][C:35]4[N:36]([C:38]([CH2:41][CH:42]5[CH2:47][CH2:46][NH:45][CH2:44][CH2:43]5)=[N:39][N:40]=4)[CH:37]=3)[CH2:23][CH2:22]2)=[O:19])[N:8]([C:10]2[CH:15]=[CH:14][C:13]([CH3:16])=[CH:12][CH:11]=2)[N:9]=1)([CH3:4])([CH3:3])[CH3:2].C=O.[CH3:50]C(O)=O.[BH-](OC(C)=O)(OC(C)=O)OC(C)=O.[Na+], predict the reaction product. The product is: [NH4+:8].[OH-:19].[C:1]([C:5]1[CH:6]=[C:7]([NH:17][C:18]([NH:20][C@@H:21]2[C:30]3[C:25](=[CH:26][CH:27]=[CH:28][CH:29]=3)[C@H:24]([O:31][C:32]3[CH:33]=[CH:34][C:35]4[N:36]([C:38]([CH2:41][CH:42]5[CH2:43][CH2:44][N:45]([CH3:50])[CH2:46][CH2:47]5)=[N:39][N:40]=4)[CH:37]=3)[CH2:23][CH2:22]2)=[O:19])[N:8]([C:10]2[CH:11]=[CH:12][C:13]([CH3:16])=[CH:14][CH:15]=2)[N:9]=1)([CH3:4])([CH3:2])[CH3:3]. (6) Given the reactants [H-].[Na+].I.[N:4]1[C:13]2[C:12]3[CH:14]=[CH:15][CH:16]=[CH:17][C:11]=3[CH2:10][CH2:9][CH2:8][C:7]=2[S:6][C:5]=1[NH2:18].Cl.[C:20](Cl)(=[O:27])[C:21]1[CH:26]=[CH:25][N:24]=[CH:23][CH:22]=1, predict the reaction product. The product is: [N:4]1[C:13]2[C:12]3[CH:14]=[CH:15][CH:16]=[CH:17][C:11]=3[CH2:10][CH2:9][CH2:8][C:7]=2[S:6][C:5]=1[NH:18][C:20](=[O:27])[C:21]1[CH:26]=[CH:25][N:24]=[CH:23][CH:22]=1. (7) Given the reactants [CH2:1]([O:8][C:9](=[O:37])[CH2:10][CH:11]([NH2:36])[C:12]([NH:14][CH:15]([C:26]([O:28][CH2:29][C:30]1[CH:35]=[CH:34][CH:33]=[CH:32][CH:31]=1)=[O:27])[CH2:16][C:17]1[C:25]2[C:20](=[CH:21][CH:22]=[CH:23][CH:24]=2)[NH:19][CH:18]=1)=[O:13])[C:2]1[CH:7]=[CH:6][CH:5]=[CH:4][CH:3]=1.[P:38]([CH2:42][C:43](O)=O)([OH:41])([OH:40])=[O:39].[CH:46]1[CH:47]=[CH:48][C:49]2N(O)N=N[C:50]=2[CH:51]=1.[CH2:56]1CN([P+](ON2N=NC3C=CC=CC2=3)(N2CCCC2)N2CCCC2)C[CH2:57]1.F[P-](F)(F)(F)(F)F.[CH3:89][CH2:90]N(C(C)C)C(C)C.[C:98]([O-:101])(O)=O.[Na+].[CH3:103]N(C=O)C, predict the reaction product. The product is: [CH2:1]([O:8][C:9](=[O:37])[CH2:10][CH:11]([NH:36][C:98](=[O:101])[CH:42]([P:38]([O:41][CH2:89][CH3:90])([O:40][CH2:56][CH3:57])=[O:39])[CH2:43][CH2:103][C:50]1[CH:49]=[CH:48][CH:47]=[CH:46][CH:51]=1)[C:12]([NH:14][CH:15]([C:26]([O:28][CH2:29][C:30]1[CH:31]=[CH:32][CH:33]=[CH:34][CH:35]=1)=[O:27])[CH2:16][C:17]1[C:25]2[C:20](=[CH:21][CH:22]=[CH:23][CH:24]=2)[NH:19][CH:18]=1)=[O:13])[C:2]1[CH:7]=[CH:6][CH:5]=[CH:4][CH:3]=1. (8) The product is: [OH:20][CH:19]([C:13]1[CH:12]=[CH:11][C:10]2[C:15](=[CH:16][CH:17]=[C:8]([O:7][CH3:6])[CH:9]=2)[CH:14]=1)[C:21]1[CH:22]=[CH:23][C:24]([C:25]([O:27][CH3:28])=[O:26])=[CH:29][CH:30]=1. Given the reactants [Li]CCCC.[CH3:6][O:7][C:8]1[CH:9]=[C:10]2[C:15](=[CH:16][CH:17]=1)[CH:14]=[C:13](Br)[CH:12]=[CH:11]2.[CH:19]([C:21]1[CH:30]=[CH:29][C:24]([C:25]([O:27][CH3:28])=[O:26])=[CH:23][CH:22]=1)=[O:20].[Cl-].[NH4+], predict the reaction product. (9) Given the reactants P(Cl)(Cl)([Cl:3])=O.[Cl:6][CH2:7][CH2:8][O:9][C:10]1[CH:19]=[C:18]([O:20][CH3:21])[CH:17]=[C:16]2[C:11]=1[C:12](=O)[NH:13][CH:14]=[N:15]2.C(N(CC)C(C)C)(C)C, predict the reaction product. The product is: [Cl:3][C:12]1[C:11]2[C:16](=[CH:17][C:18]([O:20][CH3:21])=[CH:19][C:10]=2[O:9][CH2:8][CH2:7][Cl:6])[N:15]=[CH:14][N:13]=1.